This data is from Full USPTO retrosynthesis dataset with 1.9M reactions from patents (1976-2016). The task is: Predict the reactants needed to synthesize the given product. (1) Given the product [CH2:1]([O:3][C:4](=[O:23])[CH:5]([C:10]1[CH:15]=[CH:14][C:13]([NH2:16])=[C:12]([C:19]([F:21])([F:20])[F:22])[CH:11]=1)[CH2:6][CH:7]([CH3:9])[CH3:8])[CH3:2], predict the reactants needed to synthesize it. The reactants are: [CH2:1]([O:3][C:4](=[O:23])[CH:5]([C:10]1[CH:15]=[CH:14][C:13]([N+:16]([O-])=O)=[C:12]([C:19]([F:22])([F:21])[F:20])[CH:11]=1)[CH2:6][CH:7]([CH3:9])[CH3:8])[CH3:2].[Sn](Cl)Cl.O. (2) Given the product [Br:1][C:2]1[C:3](=[O:9])[O:4][CH:5]([C:13]2[CH:14]=[CH:15][C:10]([CH3:16])=[CH:11][CH:12]=2)[C:6]=1[Br:7], predict the reactants needed to synthesize it. The reactants are: [Br:1][C:2]1[C:3](=[O:9])[O:4][CH:5](O)[C:6]=1[Br:7].[C:10]1([CH3:16])[CH:15]=[CH:14][CH:13]=[CH:12][CH:11]=1.[Al+3].[Cl-].[Cl-].[Cl-]. (3) The reactants are: [Br:1][C:2]1[C:3](F)=[C:4]([N+:9]([O-])=O)[CH:5]=[CH:6][C:7]=1[F:8].[S-2:13].[Na+].[Na+].Cl.[N:17]([O-])=O.[Na+].C(=O)([O-])[O-].[K+].[K+]. Given the product [Br:1][C:2]1[C:3]2[S:13][N:17]=[N:9][C:4]=2[CH:5]=[CH:6][C:7]=1[F:8], predict the reactants needed to synthesize it. (4) Given the product [CH3:8][C:6]1[CH:7]=[C:2]([NH:14][CH2:13][C:12]([F:16])([F:15])[F:11])[N:3]=[C:4]([S:9][CH3:10])[N:5]=1, predict the reactants needed to synthesize it. The reactants are: Cl[C:2]1[CH:7]=[C:6]([CH3:8])[N:5]=[C:4]([S:9][CH3:10])[N:3]=1.[F:11][C:12]([F:16])([F:15])[CH2:13][NH2:14].O.Cl. (5) The reactants are: Cl[CH2:2][CH2:3][C:4]1[C:5]2[CH:19]=[C:18]([C:20]([C:23]3[O:24][C:25]([CH2:28][CH3:29])=[N:26][N:27]=3)([CH3:22])[CH3:21])[S:17][C:6]=2[NH:7][C:8]=1[C:9]1[CH:14]=[C:13]([CH3:15])[CH:12]=[C:11]([CH3:16])[CH:10]=1.[I-].C(N(C(C)C)CC)(C)C.[NH:40]1[CH2:45][CH2:44][CH:43]([C:46]([N:48]2[CH2:53][CH2:52][O:51][CH2:50][CH2:49]2)=[O:47])[CH2:42][CH2:41]1. Given the product [CH3:16][C:11]1[CH:10]=[C:9]([C:8]2[NH:7][C:6]3[S:17][C:18]([C:20]([C:23]4[O:24][C:25]([CH2:28][CH3:29])=[N:26][N:27]=4)([CH3:21])[CH3:22])=[CH:19][C:5]=3[C:4]=2[CH2:3][CH2:2][N:40]2[CH2:45][CH2:44][CH:43]([C:46]([N:48]3[CH2:53][CH2:52][O:51][CH2:50][CH2:49]3)=[O:47])[CH2:42][CH2:41]2)[CH:14]=[C:13]([CH3:15])[CH:12]=1, predict the reactants needed to synthesize it. (6) Given the product [O:1]=[C:2]1[C:7]([C:8]([NH:10][CH2:11][C:12]2[CH:13]=[CH:29][CH:30]=[CH:25][N:26]=2)=[O:9])=[CH:6][C:5]([C:18]2[CH:19]=[CH:20][N:21]=[CH:22][CH:23]=2)=[N:4][NH:3]1, predict the reactants needed to synthesize it. The reactants are: [O:1]=[C:2]1[C:7]([C:8]([NH:10][CH2:11][CH2:12][C:13](OCC)=O)=[O:9])=[CH:6][C:5]([C:18]2[CH:23]=[CH:22][N:21]=[CH:20][CH:19]=2)=[N:4][NH:3]1.O=[C:25]1[C:30](C(O)=O)=[CH:29]C(C2C=CN=CC=2)=N[NH:26]1.ON1C2C=CC=CC=2N=N1.NCC1C=CC=CN=1.C(N(CC)C(C)C)(C)C.F[P-](F)(F)(F)(F)F.N1(OC(N(C)C)=[N+](C)C)C2N=CC=CC=2N=N1. (7) Given the product [C:1]([O:5][C:6](=[O:7])[NH:8][C@@H:9]1[C@@H:10]([C:18]2[CH:23]=[C:22]([F:24])[C:21]([F:25])=[CH:20][C:19]=2[F:26])[CH2:11][CH:12]=[C:13]([C:15]([N:66]2[CH2:65][CH2:64][N:63]3[CH:68]=[C:60]([C:59]([F:70])([F:58])[F:69])[N:61]=[C:62]3[CH2:67]2)=[O:16])[CH2:14]1)([CH3:3])([CH3:2])[CH3:4], predict the reactants needed to synthesize it. The reactants are: [C:1]([O:5][C:6]([NH:8][C@H:9]1[CH2:14][C:13]([C:15](O)=[O:16])=[CH:12][CH2:11][C@@H:10]1[C:18]1[CH:23]=[C:22]([F:24])[C:21]([F:25])=[CH:20][C:19]=1[F:26])=[O:7])([CH3:4])([CH3:3])[CH3:2].CCN=C=NCCCN(C)C.C1C=CC2N(O)N=NC=2C=1.C(N(C(C)C)CC)(C)C.Cl.[F:58][C:59]([F:70])([F:69])[C:60]1[N:61]=[C:62]2[CH2:67][NH:66][CH2:65][CH2:64][N:63]2[CH:68]=1.